From a dataset of Catalyst prediction with 721,799 reactions and 888 catalyst types from USPTO. Predict which catalyst facilitates the given reaction. (1) Reactant: [N+:1]([C:4]1[CH:9]=[CH:8][C:7]([C:10]2[N:14]=[CH:13][NH:12][C:11]=2[C:15]([NH2:17])=[O:16])=[CH:6][CH:5]=1)([O-])=O.[H][H]. The catalyst class is: 19. Product: [NH2:1][C:4]1[CH:5]=[CH:6][C:7]([C:10]2[N:14]=[CH:13][NH:12][C:11]=2[C:15]([NH2:17])=[O:16])=[CH:8][CH:9]=1. (2) Reactant: [CH2:1]([O:3][C:4](=[O:13])[C:5]1[CH:10]=[C:9]([Cl:11])[N:8]=[C:7](Cl)[CH:6]=1)[CH3:2].C([O-])([O-])=O.[Cs+].[Cs+].[C:20]1([OH:26])[CH:25]=[CH:24][CH:23]=[CH:22][CH:21]=1. Product: [CH2:1]([O:3][C:4](=[O:13])[C:5]1[CH:6]=[C:7]([O:26][C:20]2[CH:25]=[CH:24][CH:23]=[CH:22][CH:21]=2)[N:8]=[C:9]([Cl:11])[CH:10]=1)[CH3:2]. The catalyst class is: 3. (3) Reactant: [CH:1]1[CH2:6][CH2:5][CH:4]=[CH:3][CH:2]=1.[C:7]1([S:13](/[CH:16]=[CH:17]/[S:18]([C:21]2[CH:26]=[CH:25][CH:24]=[CH:23][CH:22]=2)(=[O:20])=[O:19])(=[O:15])=[O:14])[CH:12]=[CH:11][CH:10]=[CH:9][CH:8]=1. Product: [C:7]1([S:13]([CH:16]2[CH:17]([S:18]([C:21]3[CH:22]=[CH:23][CH:24]=[CH:25][CH:26]=3)(=[O:20])=[O:19])[CH:3]3[CH2:4][CH2:5][CH:6]2[CH:1]=[CH:2]3)(=[O:14])=[O:15])[CH:8]=[CH:9][CH:10]=[CH:11][CH:12]=1. The catalyst class is: 11.